This data is from Catalyst prediction with 721,799 reactions and 888 catalyst types from USPTO. The task is: Predict which catalyst facilitates the given reaction. (1) The catalyst class is: 4. Product: [CH2:1]([NH:3][CH:11]1[CH2:12][CH2:13][N:14]([CH2:17][C:18]2[CH:19]=[CH:20][C:21]([C:24]([OH:33])([C:29]([F:30])([F:32])[F:31])[C:25]([F:27])([F:28])[F:26])=[CH:22][CH:23]=2)[CH2:15][CH2:16]1)[CH3:2]. Reactant: [CH2:1]([N:3]([CH:11]1[CH2:16][CH2:15][N:14]([CH2:17][C:18]2[CH:23]=[CH:22][C:21]([C:24]([OH:33])([C:29]([F:32])([F:31])[F:30])[C:25]([F:28])([F:27])[F:26])=[CH:20][CH:19]=2)[CH2:13][CH2:12]1)C(=O)OC(C)(C)C)[CH3:2].FC(F)(F)C(O)=O. (2) Reactant: C(=O)([O-])[O-].[Cs+].[Cs+].[CH3:7][NH:8][S:9]([CH3:12])(=[O:11])=[O:10].F[C:14]1[CH:21]=[CH:20][CH:19]=[CH:18][C:15]=1[C:16]#[N:17]. Product: [C:16]([C:15]1[CH:18]=[CH:19][CH:20]=[CH:21][C:14]=1[N:8]([CH3:7])[S:9]([CH3:12])(=[O:11])=[O:10])#[N:17]. The catalyst class is: 10. (3) Reactant: C([O:3][C:4](=[O:24])[CH2:5][NH:6][C:7]([C:9]1[C:10](=[O:23])[C:11]2[CH:12]=[CH:13][CH:14]=[C:15]([C:19]([O:21]C)=[O:20])[C:16]=2[C:17]=1[OH:18])=[O:8])C.OC1C2C(=CC=CC=2I)C(=O)C=1C(NCC(OCC)=O)=O.[C]=O. Product: [C:4]([CH2:5][NH:6][C:7]([C:9]1[C:10](=[O:23])[C:11]2[CH:12]=[CH:13][CH:14]=[C:15]([C:19]([OH:21])=[O:20])[C:16]=2[C:17]=1[OH:18])=[O:8])([OH:24])=[O:3]. The catalyst class is: 5. (4) Reactant: [Cl:1][C:2]1[C:10]([NH:11][S:12]([C:15]2[S:16][CH:17]=[CH:18][CH:19]=2)(=[O:14])=[O:13])=[C:9]2[C:5]([CH:6]=[C:7]([C:20](=[S:22])[NH2:21])[NH:8]2)=[CH:4][CH:3]=1.Br[CH:24]([CH:27]=O)[CH:25]=[O:26].CN(C)C(=O)C. Product: [Cl:1][C:2]1[C:10]([NH:11][S:12]([C:15]2[S:16][CH:17]=[CH:18][CH:19]=2)(=[O:14])=[O:13])=[C:9]2[C:5]([CH:6]=[C:7]([C:20]3[S:22][C:24]([CH2:25][OH:26])=[CH:27][N:21]=3)[NH:8]2)=[CH:4][CH:3]=1. The catalyst class is: 6. (5) Reactant: [CH3:1][O:2][C:3]1[CH:8]=[C:7]([O:9][CH3:10])[CH:6]=[CH:5][C:4]=1[C:11]([C:16]1[CH:21]=[CH:20][C:19]([O:22][CH3:23])=[CH:18][C:17]=1[O:24][CH3:25])([O:14][CH3:15])[O:12][CH3:13]. The catalyst class is: 196. Product: [CH3:25][O:24][C:17]1[CH:18]=[C:19]([O:22][CH3:23])[CH:20]=[CH:21][C:16]=1[C:11]1([C:4]2[CH:5]=[CH:6][C:7]([O:9][CH3:10])=[CH:8][C:3]=2[O:2][CH3:1])[O:14][CH2:15][CH2:13][O:12]1. (6) Reactant: [CH3:1][S:2]([C:5]1[CH:10]=[CH:9][C:8]([C:11]2[C:12]([O:22][C:23]3[CH:28]=[CH:27][C:26]([O:29][CH2:30][CH2:31][N:32]4[CH2:37][CH2:36][CH2:35][CH2:34][CH2:33]4)=[CH:25][CH:24]=3)=[C:13]3[C:18](=[CH:19][CH:20]=2)[CH:17]=[C:16]([OH:21])[CH:15]=[CH:14]3)=[CH:7][CH:6]=1)(=[O:4])=[O:3].[CH3:38][S:39](O)(=[O:41])=[O:40]. Product: [CH3:38][S:39]([O:21][C:16]1[CH:15]=[CH:14][C:13]2[C:18](=[CH:19][CH:20]=[C:11]([C:8]3[CH:7]=[CH:6][C:5]([S:2]([CH3:1])(=[O:4])=[O:3])=[CH:10][CH:9]=3)[C:12]=2[O:22][C:23]2[CH:28]=[CH:27][C:26]([O:29][CH2:30][CH2:31][N:32]3[CH2:37][CH2:36][CH2:35][CH2:34][CH2:33]3)=[CH:25][CH:24]=2)[CH:17]=1)(=[O:41])=[O:40]. The catalyst class is: 13. (7) Reactant: Cl.[Cl:2][C:3]1[CH:8]=[CH:7][C:6]([CH:9]([O:13][CH3:14])[CH:10]([NH2:12])[CH3:11])=[CH:5][CH:4]=1.C(N(CC)CC)C.[F:22][C:23]1[CH:31]=[CH:30][CH:29]=[C:28]([F:32])[C:24]=1[C:25](Cl)=[O:26]. Product: [Cl:2][C:3]1[CH:4]=[CH:5][C:6]([CH:9]([O:13][CH3:14])[CH:10]([NH:12][C:25](=[O:26])[C:24]2[C:23]([F:22])=[CH:31][CH:30]=[CH:29][C:28]=2[F:32])[CH3:11])=[CH:7][CH:8]=1. The catalyst class is: 4. (8) Reactant: C1(C[O:8][CH2:9][CH2:10][O:11][CH2:12][CH2:13][O:14][CH2:15][CH2:16][O:17][CH2:18][C:19]([O:21][C:22]([CH3:25])([CH3:24])[CH3:23])=[O:20])C=CC=CC=1. Product: [OH:8][CH2:9][CH2:10][O:11][CH2:12][CH2:13][O:14][CH2:15][CH2:16][O:17][CH2:18][C:19]([O:21][C:22]([CH3:25])([CH3:24])[CH3:23])=[O:20]. The catalyst class is: 63. (9) Reactant: [F:1][C:2]1[CH:11]=[CH:10][C:5]([C:6]([O:8][CH3:9])=[O:7])=[C:4]([OH:12])[CH:3]=1.[CH2:13](Br)[C:14]#[CH:15].C(=O)([O-])[O-].[K+].[K+]. Product: [F:1][C:2]1[CH:11]=[CH:10][C:5]([C:6]([O:8][CH3:9])=[O:7])=[C:4]([O:12][CH2:15][C:14]#[CH:13])[CH:3]=1. The catalyst class is: 21. (10) Reactant: C[O:2][C:3]([C:5]1[CH:44]=[CH:43][C:8]([CH2:9][O:10][C:11]2[N:16]=[C:15]([C:17]3[CH:22]=[CH:21][CH:20]=[CH:19][CH:18]=3)[N:14]=[C:13]([C:23]3[CH:28]=[CH:27][C:26]([N:29]4[C:37](=[O:38])[C:36]5[C:31](=[CH:32][CH:33]=[C:34]([C:39]([OH:41])=[O:40])[CH:35]=5)[C:30]4=[O:42])=[CH:25][CH:24]=3)[CH:12]=2)=[CH:7][CH:6]=1)=[O:4].[OH-].[K+].Cl. Product: [C:3]([C:5]1[CH:44]=[CH:43][C:8]([CH2:9][O:10][C:11]2[N:16]=[C:15]([C:17]3[CH:18]=[CH:19][CH:20]=[CH:21][CH:22]=3)[N:14]=[C:13]([C:23]3[CH:24]=[CH:25][C:26]([N:29]4[C:37](=[O:38])[C:36]5[C:31](=[CH:32][CH:33]=[C:34]([C:39]([OH:41])=[O:40])[CH:35]=5)[C:30]4=[O:42])=[CH:27][CH:28]=3)[CH:12]=2)=[CH:7][CH:6]=1)([OH:4])=[O:2]. The catalyst class is: 1.